From a dataset of Blood-brain barrier permeability classification from the B3DB database. Regression/Classification. Given a drug SMILES string, predict its absorption, distribution, metabolism, or excretion properties. Task type varies by dataset: regression for continuous measurements (e.g., permeability, clearance, half-life) or binary classification for categorical outcomes (e.g., BBB penetration, CYP inhibition). Dataset: b3db_classification. (1) The molecule is CC(=O)O[C@H]1C[C@@H]2CC[C@@H]3[C@H](CC[C@@]4(C)[C@H]3C[C@H]([N+]3(C)CCCCC3)[C@@H]4OC(C)=O)[C@@]2(C)C[C@@H]1[N+]1(C)CCCCC1. The result is 0 (does not penetrate BBB). (2) The drug is C[C@@H]1C[C@H]2[C@@H]3CCC4=CC(=O)C=C[C@]4(C)[C@@]3(F)[C@@H](O)C[C@]2(C)[C@@]1(C)C(=O)CO. The result is 1 (penetrates BBB). (3) The result is 1 (penetrates BBB). The molecule is CC(=O)OCC(=O)[C@@]1(O)CC[C@H]2[C@@H]3C[C@H](C)C4=CC(=O)C=C[C@]4(C)[C@H]3[C@@H](O)C[C@@]21C.